This data is from Full USPTO retrosynthesis dataset with 1.9M reactions from patents (1976-2016). The task is: Predict the reactants needed to synthesize the given product. (1) Given the product [Cl:2][C:3]1[N:4]=[C:5]([C:10]([NH:12][C@H:13]2[CH2:18][CH2:17][N:16]([C:30](=[O:31])[C:22](=[O:29])[C:23]3[CH:28]=[CH:27][CH:26]=[CH:25][CH:24]=3)[CH2:15][C@H:14]2[O:19][CH2:20][CH3:21])=[O:11])[NH:6][C:7]=1[CH2:8][CH3:9], predict the reactants needed to synthesize it. The reactants are: Cl.[Cl:2][C:3]1[N:4]=[C:5]([C:10]([NH:12][C@H:13]2[CH2:18][CH2:17][NH:16][CH2:15][C@H:14]2[O:19][CH2:20][CH3:21])=[O:11])[NH:6][C:7]=1[CH2:8][CH3:9].[C:22]([C:30](O)=[O:31])(=[O:29])[C:23]1[CH:28]=[CH:27][CH:26]=[CH:25][CH:24]=1. (2) Given the product [CH3:21][C:22]1[N:23]=[CH:24][S:25][C:26]=1[CH2:27][N:8]1[CH2:9][C:5]2[C:4]([NH:10][C:11]3[CH:12]=[N:13][C:14]4[C:19]([CH:20]=3)=[CH:18][CH:17]=[CH:16][CH:15]=4)=[N:3][CH:2]=[N:1][C:6]=2[CH2:7]1, predict the reactants needed to synthesize it. The reactants are: [N:1]1[C:6]2[CH2:7][NH:8][CH2:9][C:5]=2[C:4]([NH:10][C:11]2[CH:12]=[N:13][C:14]3[C:19]([CH:20]=2)=[CH:18][CH:17]=[CH:16][CH:15]=3)=[N:3][CH:2]=1.[CH3:21][C:22]1[N:23]=[CH:24][S:25][C:26]=1[CH:27]=O.ClCCCl.CO.C(O[BH-](OC(=O)C)OC(=O)C)(=O)C.[Na+]. (3) The reactants are: [CH3:1][O:2][C:3]([C:5]1([NH:14][C:15](=[O:38])[C:16]2[CH:21]=[CH:20][C:19]([O:22][CH3:23])=[C:18]([O:24][CH2:25][CH2:26][C:27]3[CH:32]=[CH:31][CH:30]=[C:29]([CH2:33][CH2:34][N:35]=[N+]=[N-])[CH:28]=3)[CH:17]=2)[CH2:13][C:12]2[C:7](=[CH:8][CH:9]=[CH:10][CH:11]=2)[CH2:6]1)=[O:4].C1(P(C2C=CC=CC=2)C2C=CC=CC=2)C=CC=CC=1. Given the product [CH3:1][O:2][C:3]([C:5]1([NH:14][C:15](=[O:38])[C:16]2[CH:21]=[CH:20][C:19]([O:22][CH3:23])=[C:18]([O:24][CH2:25][CH2:26][C:27]3[CH:32]=[CH:31][CH:30]=[C:29]([CH2:33][CH2:34][NH2:35])[CH:28]=3)[CH:17]=2)[CH2:13][C:12]2[C:7](=[CH:8][CH:9]=[CH:10][CH:11]=2)[CH2:6]1)=[O:4], predict the reactants needed to synthesize it. (4) Given the product [F:43][C:40]1[CH:41]=[C:42]2[C:37](=[CH:38][CH:39]=1)[NH:36][CH:35]=[C:34]2[CH2:33][CH2:32][CH2:31][N:4]1[CH2:5][CH2:6][N:1]([C:7]2[CH:8]=[CH:9][C:10]([N:13]3[CH2:18][CH2:17][CH2:16][CH2:15][C:14]3=[O:19])=[CH:11][CH:12]=2)[CH2:2][CH2:3]1, predict the reactants needed to synthesize it. The reactants are: [N:1]1([C:7]2[CH:12]=[CH:11][C:10]([N:13]3[CH2:18][CH2:17][CH2:16][CH2:15][C:14]3=[O:19])=[CH:9][CH:8]=2)[CH2:6][CH2:5][NH:4][CH2:3][CH2:2]1.CC1C=CC(S(O[CH2:31][CH2:32][CH2:33][C:34]2[C:42]3[C:37](=[CH:38][CH:39]=[C:40]([F:43])[CH:41]=3)[NH:36][CH:35]=2)(=O)=O)=CC=1.C(=O)([O-])[O-].[K+].[K+].[I-].[K+]. (5) The reactants are: [CH2:1]([O:3][C:4](=[O:12])[C:5]1[CH:10]=[CH:9][C:8](Br)=[CH:7][CH:6]=1)[CH3:2].[CH3:13][O:14][C:15]1[CH:20]=[CH:19][C:18](B(O)O)=[CH:17][CH:16]=1.C(=O)([O-])[O-].[Na+].[Na+]. Given the product [CH2:1]([O:3][C:4]([C:5]1[CH:10]=[CH:9][C:8]([C:18]2[CH:19]=[CH:20][C:15]([O:14][CH3:13])=[CH:16][CH:17]=2)=[CH:7][CH:6]=1)=[O:12])[CH3:2], predict the reactants needed to synthesize it. (6) Given the product [Br:7][C:8]1[CH:17]=[CH:16][C:11]([C:12]([O:14][CH3:15])=[O:13])=[CH:10][C:9]=1[O:18][CH2:30][CH2:31][C:32]([OH:35])([CH3:34])[CH3:33], predict the reactants needed to synthesize it. The reactants are: C(=O)([O-])[O-].[Cs+].[Cs+].[Br:7][C:8]1[CH:17]=[CH:16][C:11]([C:12]([O:14][CH3:15])=[O:13])=[CH:10][C:9]=1[OH:18].CC1C=CC(S(O[CH2:30][CH2:31][C:32]([OH:35])([CH3:34])[CH3:33])(=O)=O)=CC=1.